Dataset: Peptide-MHC class I binding affinity with 185,985 pairs from IEDB/IMGT. Task: Regression. Given a peptide amino acid sequence and an MHC pseudo amino acid sequence, predict their binding affinity value. This is MHC class I binding data. (1) The peptide sequence is SLQPLALEGS. The MHC is HLA-A02:01 with pseudo-sequence HLA-A02:01. The binding affinity (normalized) is 0. (2) The peptide sequence is ARHGEYAPF. The MHC is HLA-A30:01 with pseudo-sequence HLA-A30:01. The binding affinity (normalized) is 0.0847.